From a dataset of Experimentally validated miRNA-target interactions with 360,000+ pairs, plus equal number of negative samples. Binary Classification. Given a miRNA mature sequence and a target amino acid sequence, predict their likelihood of interaction. (1) The miRNA is hsa-miR-296-3p with sequence GAGGGUUGGGUGGAGGCUCUCC. The protein sequence of the target gene is MVEAIVEFDYQAQHDDELTISVGEVITNIRKEDGGWWEGQINGRRGLFPDNFVREIKKDMKKDLLSNKAPEKPMHDVSSGNALLSSETILRTNKRGERRRRRCQVAFSYLPQNDDELELKVGDIIEVVGEVEEGWWEGVLNGKTGMFPSNFIKELSGESDELGISQDEQLSKSRPEGFLPASLLPFPAHGAKGKTTFEGTILYRAAPGKTEGHRRYYSLRETTGSESDGGDSSSTKSEGANGTMATAAIQPKKVKGVGFGDIFKDKPIKLRPRSIEVENDFLPVEKTIGKKLPPATSTPD.... Result: 0 (no interaction). (2) Result: 0 (no interaction). The miRNA is hsa-miR-5187-5p with sequence UGGGAUGAGGGAUUGAAGUGGA. The protein sequence of the target gene is MAARDATSGSLSEESSALDLPSACDIRDYVLQGPSQEANSEAFSSLEFHSFPYSSDVDPDTSNLNIEQNNSWTAENFWLDPAVKGQSEKEEDDGLRKSLDRFYEMFGHPQPGSANSLSASVCKCLSQKITQLRGQESQKYALRSFQMARVIFNRDGCSVLQRHSRDTHFYPLEEGSTSLDDEKPNPGLSKDITHFLLQQNVMKDL. (3) The miRNA is mmu-miR-466g with sequence AUACAGACACAUGCACACACA. The protein sequence of the target gene is MGLEPSWYLLLCLAVSGAAGTDPPTAPTTAERQRQPTDIILDCFLVTEDRHRGAFASSGDRERALLVLKQVPVLDDGSLEGITDFQGSTETKQDSPVIFEASVDLVQIPQAEALLHADCSGKAVTCEISKYFLQARQEATFEKAHWFISNMQVSRGGPSVSMVMKTLRDAEVGAVRHPTLNLPLSAQGTVKTQVEFQVTSETQTLNHLLGSSVSLHCSFSMAPGLDLTGVEWRLQHKGSGQLVYSWKTGQGQAKRKGATLEPEELLRAGNASLTLPNLTLKDEGNYICQISTSLYQAQQI.... Result: 1 (interaction). (4) The miRNA is mmu-miR-193a-3p with sequence AACUGGCCUACAAAGUCCCAGU. The protein sequence of the target gene is MAFLGLFSLLVLQSMATGATFPEEAIADLSVNMYNRLRATGEDENILFSPLSIALAMGMMELGAQGSTQKEIRHSMGYDSLKNGEEFSFLKEFSNMVTAKESQYVMKIANSLFVQNGFHVNEEFLQMMKKYFNAAVNHVDFSQNVAVANYINKWVENNTNNLVKDLVSPRDFDAATYLALINAVYFKGNWKSQFRPENTRTFSFTKDDESEVQIPMMYQQGEFYYGEFSDGSNEAGGIYQVLEIPYEGDEISMMLVLSRQEVPLATLEPLVKAQLVEEWANSVKKQKVEVYLPRFTVEQE.... Result: 0 (no interaction). (5) Result: 1 (interaction). The miRNA is hsa-miR-646 with sequence AAGCAGCUGCCUCUGAGGC. The protein sequence of the target gene is MGVKTFTHSSSSHSQEMLGKLNMLRNDGHFCDITIRVQDKIFRAHKVVLAACSDFFRTKLVGQAEDENKNVLDLHHVTVTGFIPLLEYAYTATLSINTENIIDVLAAASYMQMFSVASTCSEFMKSSILWNTPNSQPEKGLDAGQENNSNCNFTSRDGSISPVSSECSVVERTIPVCRESRRKRKSYIVMSPESPVKCGTQTSSPQVLNSSASYSENRNQPVDSSLAFPWTFPFGIDRRIQPEKVKQAENTRTLELPGPSETGRRMADYVTCESTKTTLPLGTEEDVRVKVERLSDEEVH.... (6) The miRNA is hsa-miR-10a-5p with sequence UACCCUGUAGAUCCGAAUUUGUG. The protein sequence of the target gene is MWTLKSSLVLLLCLTCSYAFMFSSLRQKTSEPQGKVQYGEHFRIRQNLPEHTQGWLGSKWLWLLFVVVPFVILQCQRDSEKNKEQSPPGLRGGQLHSPLKKKRNASPNKDCAFNTLMELEVELMKFVSKVRNLKRAMATGSGSNLRLRKSEMPADPYHVTICEIWGEESSS. Result: 0 (no interaction). (7) The miRNA is hsa-miR-6743-5p with sequence AAGGGGCAGGGACGGGUGGCCC. The protein sequence of the target gene is MEDEEVAESWEEAADSGEIDRRLEKKLKITQKESRKSKSPPKVPIVIQDDSLPAGPPPQIRILKRPTSNGVVSSPNSTSRPTLPVKSLAQREAEYAEARKRILGSASPEEEQEKPILDRPTRISQPEDSRQPNNVIRQPLGPDGSQGFKQRR. Result: 1 (interaction). (8) The miRNA is hsa-miR-6744-3p with sequence GGGCCUCUCUUGUCAUCCUGCAG. The protein sequence of the target gene is MSVRTLPLLFLNLGGEMLYILDQRLRAQNIPGDKARKDEWTEVDRKRVLNDIISTMFNRKFMEELFKPQELYSKKALRTVYERLAHASIMKLNQASMDKLYDLMTMAFKYQVLLCPRPKDVLLVTFNHLDTIKGFIRDSPTILQQVDETLRQLTEIYGGLSAGEFQLIRQTLLIFFQDLHIRVSMFLKDKVQNNNGRFVLPVSGPVPWGTEVPGLIRMFNNKGEEVKRIEFKHGGNYVPAPKEGSFELYGDRVLKLGTNMYSVNQPVETHVSGSSKNLASWTQESIAPNPLAKEELNFLA.... Result: 0 (no interaction).